From a dataset of Orexin1 receptor HTS with 218,158 compounds and 233 confirmed actives. Binary Classification. Given a drug SMILES string, predict its activity (active/inactive) in a high-throughput screening assay against a specified biological target. (1) The result is 0 (inactive). The compound is Clc1c(CC(=O)Nc2ccc(OC)nc2)ccc(Cl)c1. (2) The molecule is o1c(nc(c1NC)C#N)c1c2c(ccc1)cccc2. The result is 1 (active). (3) The compound is O=c1n2c(nc(N3CCN(CC3)c3ccc(OC)cc3)c1/C=C(\C(=O)NCC)C#N)c(ccc2)C. The result is 0 (inactive). (4) The molecule is O(c1ccc(CC(O\N=C(/N)c2cc([N+]([O-])=O)ccc2)=O)cc1)C. The result is 0 (inactive).